This data is from Full USPTO retrosynthesis dataset with 1.9M reactions from patents (1976-2016). The task is: Predict the reactants needed to synthesize the given product. (1) Given the product [C:37]([Si:24]([C:31]1[CH:36]=[CH:35][CH:34]=[CH:33][CH:32]=1)([C:25]1[CH:26]=[CH:27][CH:28]=[CH:29][CH:30]=1)[O:5][CH2:4][C:3]([CH3:7])([CH3:6])[CH2:2][NH2:1])([CH3:40])([CH3:38])[CH3:39], predict the reactants needed to synthesize it. The reactants are: [NH2:1][CH2:2][C:3]([CH3:7])([CH3:6])[CH2:4][OH:5].CN(C1C=CC=CN=1)C.C(N(CC)CC)C.[Si:24](Cl)([C:37]([CH3:40])([CH3:39])[CH3:38])([C:31]1[CH:36]=[CH:35][CH:34]=[CH:33][CH:32]=1)[C:25]1[CH:30]=[CH:29][CH:28]=[CH:27][CH:26]=1. (2) The reactants are: [NH2:1][C:2]1[CH:7]=[CH:6][C:5]([C:8]([CH:11]2[CH2:16][CH2:15][N:14]([CH2:17][C:18]3[CH:23]=[CH:22][C:21]([C:24]([OH:33])([C:29]([F:32])([F:31])[F:30])[C:25]([F:28])([F:27])[F:26])=[CH:20][CH:19]=3)[CH2:13][CH2:12]2)([OH:10])[CH3:9])=[CH:4][CH:3]=1.Cl[C:35](OC1C=CC([N+]([O-])=O)=CC=1)=[O:36].[NH2:47][CH2:48][C:49]([CH3:52])([OH:51])[CH3:50].C(N(CC)CC)C. Given the product [F:28][C:25]([F:26])([F:27])[C:24]([C:21]1[CH:22]=[CH:23][C:18]([CH2:17][N:14]2[CH2:13][CH2:12][CH:11]([C:8]([C:5]3[CH:6]=[CH:7][C:2]([NH:1][C:35]([NH:47][CH2:48][C:49]([OH:51])([CH3:52])[CH3:50])=[O:36])=[CH:3][CH:4]=3)([OH:10])[CH3:9])[CH2:16][CH2:15]2)=[CH:19][CH:20]=1)([OH:33])[C:29]([F:32])([F:30])[F:31], predict the reactants needed to synthesize it. (3) Given the product [NH:12]1[C:1](=[O:5])[CH2:2][CH2:3][NH:13][C:6]2[CH:11]=[CH:10][CH:9]=[CH:8][C:7]1=2, predict the reactants needed to synthesize it. The reactants are: [C:1]([OH:5])(=O)[CH:2]=[CH2:3].[C:6]1([NH2:13])[C:7]([NH2:12])=[CH:8][CH:9]=[CH:10][CH:11]=1.O.C(Cl)(Cl)Cl. (4) Given the product [C:18]([O:17][C@@H:10]([C:4]1[C:5]([CH3:9])=[N:6][C:7]([CH3:8])=[C:2]([C:43]2[CH:42]=[CH:41][C:40]([O:39][CH2:38][CH2:37][C:36]3[CH:35]=[CH:34][C:33]([F:32])=[CH:58][CH:57]=3)=[CH:45][CH:44]=2)[C:3]=1[N:22]1[CH2:27][CH2:26][CH:25]([C:28]([F:30])([F:31])[F:29])[CH2:24][CH2:23]1)[C:11]([O:13][CH:14]([CH3:15])[CH3:16])=[O:12])([CH3:19])([CH3:20])[CH3:21], predict the reactants needed to synthesize it. The reactants are: Br[C:2]1[C:3]([N:22]2[CH2:27][CH2:26][CH:25]([C:28]([F:31])([F:30])[F:29])[CH2:24][CH2:23]2)=[C:4]([C@H:10]([O:17][C:18]([CH3:21])([CH3:20])[CH3:19])[C:11]([O:13][CH:14]([CH3:16])[CH3:15])=[O:12])[C:5]([CH3:9])=[N:6][C:7]=1[CH3:8].[F:32][C:33]1[CH:58]=[CH:57][C:36]([CH2:37][CH2:38][O:39][C:40]2[CH:45]=[CH:44][C:43](B3OC(=O)CN(C)CC(=O)O3)=[CH:42][CH:41]=2)=[CH:35][CH:34]=1.C1(P(C2CCCCC2)C2C=CC=CC=2C2C(OC)=CC=CC=2OC)CCCCC1.[O-]P([O-])([O-])=O.[K+].[K+].[K+]. (5) Given the product [Br:73][C:74]1[CH:75]=[CH:57][CH:56]=[CH:55][C:54]=1[C:46]1[N:45]([CH2:21][CH2:20][CH:17]2[CH2:16][CH2:15][CH2:14][CH2:19][CH2:18]2)[C:49]2[CH:50]=[CH:51][CH:52]=[CH:53][C:48]=2[N:47]=1, predict the reactants needed to synthesize it. The reactants are: ClC1C=CC(C2N(C[C:14]3[CH:19]=[CH:18][C:17]([CH2:20][CH2:21]C(O)=O)=[CH:16][CH:15]=3)C3C=C(F)C(F)=CC=3N=2)=C(OCC2CCCC2)C=1.C1(C[N:45]2[C:49]3[CH:50]=[CH:51][CH:52]=[CH:53][C:48]=3[N:47]=[C:46]2[C:54]2C=C[CH:57]=[CH:56][C:55]=2CCC2C=CC(OCC(O)=O)=CC=2)CCCCC1.[Br:73][CH2:74][CH2:75]C1CCCCC1. (6) Given the product [Br:12][C:10]1[CH:9]=[C:4]([CH:3]=[C:2]([OH:14])[CH:11]=1)[C:5]([OH:7])=[O:6], predict the reactants needed to synthesize it. The reactants are: N[C:2]1[CH:3]=[C:4]([CH:9]=[C:10]([Br:12])[CH:11]=1)[C:5]([O:7]C)=[O:6].N([O-])=[O:14].[Na+]. (7) Given the product [CH3:5][O:6][C:7](=[O:32])[CH2:8][O:9][CH2:10][C:11]#[C:12][CH2:13][N:14]1[C:15](=[O:31])[CH2:16][CH2:17][CH2:18][C@@H:19]1/[CH:20]=[CH:21]/[CH:22]([OH:30])[CH2:23][C:24]1[CH:29]=[CH:28][CH:27]=[CH:26][CH:25]=1.[OH:6][CH2:7][CH2:8][O:9][CH2:10][C:11]#[C:12][CH2:13][N:14]1[C@@H:19](/[CH:20]=[CH:21]/[CH:22]([OH:30])[CH2:23][C:24]2[CH:25]=[CH:26][CH:27]=[CH:28][CH:29]=2)[CH2:18][CH2:17][CH2:16][C:15]1=[O:31], predict the reactants needed to synthesize it. The reactants are: [BH4-].[Na+].CO.[CH3:5][O:6][C:7](=[O:32])[CH2:8][O:9][CH2:10][C:11]#[C:12][CH2:13][N:14]1[C@@H:19](/[CH:20]=[CH:21]/[C:22](=[O:30])[CH2:23][C:24]2[CH:29]=[CH:28][CH:27]=[CH:26][CH:25]=2)[CH2:18][CH2:17][CH2:16][C:15]1=[O:31]. (8) Given the product [C:1]([C:5]1[CH:10]=[CH:9][C:8]([S:11]([Cl:18])(=[O:13])=[O:12])=[C:7]([O:15][CH3:16])[CH:6]=1)([CH3:4])([CH3:3])[CH3:2], predict the reactants needed to synthesize it. The reactants are: [C:1]([C:5]1[CH:10]=[CH:9][C:8]([S:11](O)(=[O:13])=[O:12])=[C:7]([O:15][CH3:16])[CH:6]=1)([CH3:4])([CH3:3])[CH3:2].P(Cl)(Cl)(Cl)(Cl)[Cl:18]. (9) Given the product [CH3:8][O:7][C:6]1[S:5][C:4]([C:9]([O:11][CH3:12])=[O:10])=[CH:3][C:2]=1[C:18]1[N:14]([CH3:13])[N:15]=[CH:16][CH:17]=1, predict the reactants needed to synthesize it. The reactants are: Br[C:2]1[CH:3]=[C:4]([C:9]([O:11][CH3:12])=[O:10])[S:5][C:6]=1[O:7][CH3:8].[CH3:13][N:14]1[C:18](B2OC(C)(C)C(C)(C)O2)=[CH:17][CH:16]=[N:15]1.C([O-])([O-])=O.[K+].[K+].